From a dataset of Forward reaction prediction with 1.9M reactions from USPTO patents (1976-2016). Predict the product of the given reaction. (1) Given the reactants [C:1]([C:3]1[CH:8]=[CH:7][C:6]([N:9]([CH2:14][C:15]([F:18])([F:17])[F:16])[CH2:10][C:11]([OH:13])=O)=[CH:5][C:4]=1[C:19]([F:22])([F:21])[F:20])#[N:2].[CH:23]1([NH2:29])[CH2:28][CH2:27][CH2:26][CH2:25][CH2:24]1, predict the reaction product. The product is: [C:1]([C:3]1[CH:8]=[CH:7][C:6]([N:9]([CH2:14][C:15]([F:16])([F:18])[F:17])[CH2:10][C:11]([NH:29][CH:23]2[CH2:28][CH2:27][CH2:26][CH2:25][CH2:24]2)=[O:13])=[CH:5][C:4]=1[C:19]([F:20])([F:21])[F:22])#[N:2]. (2) Given the reactants [CH2:1]([S:3][C:4]1[C:13]([C:14]([NH:16][CH2:17][C:18]2[CH:23]=[CH:22][CH:21]=[CH:20][C:19]=2[O:24]C)=[O:15])=[C:12]([CH3:26])[C:11]2[C:6](=[CH:7][C:8]([C:27]([F:30])([F:29])[F:28])=[CH:9][CH:10]=2)[N:5]=1)[CH3:2].B(Br)(Br)Br.CCCCCC, predict the reaction product. The product is: [CH2:1]([S:3][C:4]1[C:13]([C:14]([NH:16][CH2:17][C:18]2[CH:23]=[CH:22][CH:21]=[CH:20][C:19]=2[OH:24])=[O:15])=[C:12]([CH3:26])[C:11]2[C:6](=[CH:7][C:8]([C:27]([F:30])([F:28])[F:29])=[CH:9][CH:10]=2)[N:5]=1)[CH3:2]. (3) Given the reactants Cl[C:2]1[N:11]=[C:10]2[C:5]([C:6](=[O:18])[C:7]([C:15]([OH:17])=[O:16])=[CH:8][N:9]2[CH:12]2[CH2:14][CH2:13]2)=[CH:4][C:3]=1[F:19].Cl.[C:21]([NH:24][CH2:25][C@@H:26]1[O:30][C:29](=[O:31])[N:28]([C:32]2[CH:75]=[CH:74][C:35]([O:36][CH2:37][C:38]3([O:44][C:45](=[O:73])[CH:46]([NH:62][C:63]([O:65][CH2:66][C:67]4[CH:72]=[CH:71][CH:70]=[CH:69][CH:68]=4)=[O:64])[CH2:47][CH2:48][CH2:49][CH2:50][NH:51][C:52]([O:54][CH2:55][C:56]4[CH:61]=[CH:60][CH:59]=[CH:58][CH:57]=4)=[O:53])[CH2:43][CH2:42][NH:41][CH2:40][CH2:39]3)=[C:34]([F:76])[CH:33]=2)[CH2:27]1)(=[O:23])[CH3:22].C(N(CC)CC)C.C[Si](C)(C)Cl, predict the reaction product. The product is: [C:21]([NH:24][CH2:25][C@@H:26]1[O:30][C:29](=[O:31])[N:28]([C:32]2[CH:75]=[CH:74][C:35]([O:36][CH2:37][C:38]3([O:44][C:45](=[O:73])[CH:46]([NH:62][C:63]([O:65][CH2:66][C:67]4[CH:72]=[CH:71][CH:70]=[CH:69][CH:68]=4)=[O:64])[CH2:47][CH2:48][CH2:49][CH2:50][NH:51][C:52]([O:54][CH2:55][C:56]4[CH:57]=[CH:58][CH:59]=[CH:60][CH:61]=4)=[O:53])[CH2:39][CH2:40][N:41]([C:2]4[N:11]=[C:10]5[C:5]([C:6](=[O:18])[C:7]([C:15]([OH:17])=[O:16])=[CH:8][N:9]5[CH:12]5[CH2:14][CH2:13]5)=[CH:4][C:3]=4[F:19])[CH2:42][CH2:43]3)=[C:34]([F:76])[CH:33]=2)[CH2:27]1)(=[O:23])[CH3:22]. (4) Given the reactants [NH2:1][NH:2][C:3]([C:5]1[CH:10]=[CH:9][C:8]([C:11]([F:14])([F:13])[F:12])=[CH:7][N:6]=1)=[NH:4].[CH2:15]([O:17][C:18]1[C:19]([OH:26])=[C:20]([CH:23]=[CH:24][CH:25]=1)[CH:21]=O)[CH3:16], predict the reaction product. The product is: [CH2:15]([O:17][C:18]1[C:19]([OH:26])=[C:20]([C:21]2[NH:1][N:2]=[C:3]([C:5]3[CH:10]=[CH:9][C:8]([C:11]([F:12])([F:13])[F:14])=[CH:7][N:6]=3)[N:4]=2)[CH:23]=[CH:24][CH:25]=1)[CH3:16]. (5) Given the reactants C(OC([N:8]1[CH2:13][CH2:12][CH2:11][C:10]([C:15]2[CH:20]=[CH:19][C:18]([Cl:21])=[C:17]([Cl:22])[CH:16]=2)([OH:14])[CH2:9]1)=O)(C)(C)C, predict the reaction product. The product is: [ClH:21].[Cl:22][C:17]1[CH:16]=[C:15]([C:10]2([OH:14])[CH2:11][CH2:12][CH2:13][NH:8][CH2:9]2)[CH:20]=[CH:19][C:18]=1[Cl:21]. (6) Given the reactants [NH:1]1[CH2:6][CH2:5][CH:4]([N:7]2[CH2:12][CH2:11][CH:10]([N:13]3[C@@H:22]4[C@H:17]([CH2:18][CH2:19][CH2:20][CH2:21]4)[O:16][CH2:15][C:14]3=[O:23])[CH2:9][CH2:8]2)[CH2:3][CH2:2]1.[CH3:24][C:25]1[CH:33]=[CH:32][CH:31]=[CH:30][C:26]=1[C:27](O)=[O:28].CN(C(ON1N=NC2C=CC=NC1=2)=[N+](C)C)C.F[P-](F)(F)(F)(F)F.C(N(C(C)C)CC)(C)C, predict the reaction product. The product is: [CH3:24][C:25]1[CH:33]=[CH:32][CH:31]=[CH:30][C:26]=1[C:27]([N:1]1[CH2:6][CH2:5][CH:4]([N:7]2[CH2:8][CH2:9][CH:10]([N:13]3[C@@H:22]4[C@H:17]([CH2:18][CH2:19][CH2:20][CH2:21]4)[O:16][CH2:15][C:14]3=[O:23])[CH2:11][CH2:12]2)[CH2:3][CH2:2]1)=[O:28]. (7) Given the reactants C(OC([NH:8][CH:9]([C:28](=[O:32])[N:29]([CH3:31])[CH3:30])[CH2:10][C:11]1[CH:16]=[CH:15][C:14]([C:17]2[CH:22]=[CH:21][C:20]([CH2:23][CH2:24][C:25]([OH:27])=[O:26])=[CH:19][CH:18]=2)=[CH:13][CH:12]=1)=O)(C)(C)C.C(Cl)[Cl:34], predict the reaction product. The product is: [ClH:34].[NH2:8][CH:9]([C:28](=[O:32])[N:29]([CH3:31])[CH3:30])[CH2:10][C:11]1[CH:12]=[CH:13][C:14]([C:17]2[CH:22]=[CH:21][C:20]([CH2:23][CH2:24][C:25]([OH:27])=[O:26])=[CH:19][CH:18]=2)=[CH:15][CH:16]=1. (8) Given the reactants F[C:2]1[C:7]([C:8]2[N:16]=[CH:15][N:14]=[C:13]3[C:9]=2[N:10]=[CH:11][N:12]3C2CCCCO2)=[CH:6][CH:5]=[CH:4][N:3]=1.[NH2:23][C:24]1[C:25]([F:39])=[C:26]([NH:31][S:32]([CH2:35][CH2:36][CH2:37][F:38])(=[O:34])=[O:33])[CH:27]=[CH:28][C:29]=1[Cl:30].C[Si]([N-][Si](C)(C)C)(C)C.[Na+], predict the reaction product. The product is: [N:16]1[C:8]([C:7]2[C:2]([NH:23][C:24]3[C:25]([F:39])=[C:26]([NH:31][S:32]([CH2:35][CH2:36][CH2:37][F:38])(=[O:33])=[O:34])[CH:27]=[CH:28][C:29]=3[Cl:30])=[N:3][CH:4]=[CH:5][CH:6]=2)=[C:9]2[C:13]([NH:12][CH:11]=[N:10]2)=[N:14][CH:15]=1. (9) The product is: [O:31]1[C:35]2([CH2:40][CH2:39][C:38](=[CH:20][C:21]([O:23][CH2:24][C:25]3[CH:26]=[CH:27][CH:28]=[CH:29][CH:30]=3)=[O:22])[CH2:37][CH2:36]2)[O:34][CH2:33][CH2:32]1. Given the reactants C1(P(=[CH:20][C:21]([O:23][CH2:24][C:25]2[CH:30]=[CH:29][CH:28]=[CH:27][CH:26]=2)=[O:22])(C2C=CC=CC=2)C2C=CC=CC=2)C=CC=CC=1.[O:31]1[C:35]2([CH2:40][CH2:39][C:38](=O)[CH2:37][CH2:36]2)[O:34][CH2:33][CH2:32]1, predict the reaction product. (10) The product is: [Cl:9][CH2:10][CH2:11][C:12]([NH:1][C:2]1[CH:7]=[CH:6][CH:5]=[CH:4][C:3]=1[OH:8])=[O:13]. Given the reactants [NH2:1][C:2]1[CH:7]=[CH:6][CH:5]=[CH:4][C:3]=1[OH:8].[Cl:9][CH2:10][CH2:11][C:12](Cl)=[O:13].O, predict the reaction product.